Predict the product of the given reaction. From a dataset of Forward reaction prediction with 1.9M reactions from USPTO patents (1976-2016). (1) Given the reactants [F:1][C:2]1[CH:30]=[C:29]([N+:31]([O-])=O)[CH:28]=[CH:27][C:3]=1[O:4][C:5]1[CH:10]=[CH:9][N:8]=[C:7]2[CH:11]=[C:12]([C:14]3[CH:26]=[CH:25][C:17]([CH2:18][N:19]4[CH2:23][CH2:22][CH2:21][C:20]4=[O:24])=[CH:16][CH:15]=3)[S:13][C:6]=12.[Cl-].[NH4+], predict the reaction product. The product is: [NH2:31][C:29]1[CH:28]=[CH:27][C:3]([O:4][C:5]2[CH:10]=[CH:9][N:8]=[C:7]3[CH:11]=[C:12]([C:14]4[CH:26]=[CH:25][C:17]([CH2:18][N:19]5[CH2:23][CH2:22][CH2:21][C:20]5=[O:24])=[CH:16][CH:15]=4)[S:13][C:6]=23)=[C:2]([F:1])[CH:30]=1. (2) Given the reactants [CH2:1]([O:5][C:6]1[CH:11]=[CH:10][CH:9]=[CH:8][CH:7]=1)[CH:2]1[O:4][CH2:3]1.[CH3:12][C:13]([NH2:25])([CH3:24])[CH2:14][C:15]1[CH:20]=[CH:19][C:18]([O:21][CH3:22])=[C:17]([F:23])[CH:16]=1, predict the reaction product. The product is: [OH:4][CH:2]([CH2:1][O:5][C:6]1[CH:11]=[CH:10][CH:9]=[CH:8][CH:7]=1)[CH2:3][NH:25][C:13]([CH3:24])([CH3:12])[CH2:14][C:15]1[CH:20]=[CH:19][C:18]([O:21][CH3:22])=[C:17]([F:23])[CH:16]=1. (3) Given the reactants C1(S([N:10]2[C:18]3[C:13](=[CH:14][CH:15]=[C:16]([F:19])[CH:17]=3)[C:12]([C:20]3[CH:33]=[CH:32][C:23]4[N:24]=[C:25]([NH:27][S:28]([CH3:31])(=[O:30])=[O:29])[O:26][C:22]=4[CH:21]=3)=[CH:11]2)(=O)=O)C=CC=CC=1.[OH-].[K+], predict the reaction product. The product is: [F:19][C:16]1[CH:17]=[C:18]2[C:13]([C:12]([C:20]3[CH:33]=[CH:32][C:23]4[N:24]=[C:25]([NH:27][S:28]([CH3:31])(=[O:30])=[O:29])[O:26][C:22]=4[CH:21]=3)=[CH:11][NH:10]2)=[CH:14][CH:15]=1. (4) Given the reactants [F:1][C:2]([F:11])([F:10])[O:3][C:4]1[CH:9]=[CH:8][CH:7]=[CH:6][CH:5]=1.C=O.[ClH:14].N.[CH3:16]O, predict the reaction product. The product is: [Cl:14][CH2:16][C:7]1[CH:8]=[CH:9][C:4]([O:3][C:2]([F:10])([F:11])[F:1])=[CH:5][CH:6]=1. (5) Given the reactants [O-]CC.[Na+].[F:5][C:6]1[CH:7]=[C:8]([CH:13]([C:19]([O:21][CH2:22][CH3:23])=[O:20])[C:14]([O:16][CH2:17][CH3:18])=[O:15])[CH:9]=[CH:10][C:11]=1[F:12].[C:24](#[N:27])[CH:25]=[CH2:26].[Cl-].[NH4+], predict the reaction product. The product is: [C:24]([CH2:25][CH2:26][C:13]([C:8]1[CH:9]=[CH:10][C:11]([F:12])=[C:6]([F:5])[CH:7]=1)([C:19]([O:21][CH2:22][CH3:23])=[O:20])[C:14]([O:16][CH2:17][CH3:18])=[O:15])#[N:27].